This data is from Catalyst prediction with 721,799 reactions and 888 catalyst types from USPTO. The task is: Predict which catalyst facilitates the given reaction. (1) Reactant: F[B-](F)(F)F.N1(OC(N(C)C)=[N+](C)C)C2C=CC=CC=2N=N1.[I:23][C:24]1[CH:32]=[CH:31][C:27]([C:28]([OH:30])=O)=[CH:26][CH:25]=1.C(N(CC)C(C)C)(C)C.[C:42]([O:46][C:47]([N:49]1[CH2:54][CH2:53][CH:52]([NH:55][CH:56]2[CH2:58][CH2:57]2)[CH2:51][CH2:50]1)=[O:48])([CH3:45])([CH3:44])[CH3:43].C. Product: [C:42]([O:46][C:47]([N:49]1[CH2:54][CH2:53][CH:52]([N:55]([CH:56]2[CH2:57][CH2:58]2)[C:28](=[O:30])[C:27]2[CH:26]=[CH:25][C:24]([I:23])=[CH:32][CH:31]=2)[CH2:51][CH2:50]1)=[O:48])([CH3:45])([CH3:43])[CH3:44]. The catalyst class is: 9. (2) Reactant: [CH3:1][C:2]1[C:8]([N:9]2[CH2:14][CH2:13][O:12][CH2:11][CH2:10]2)=[C:7]([CH3:15])[CH:6]=[C:5]([CH3:16])[C:3]=1[NH2:4].C[Al](C)C.[F:21][C:22]1[CH:27]=[CH:26][CH:25]=[CH:24][C:23]=1[S:28]([NH:31][C:32]1[CH:36]=[CH:35][S:34][C:33]=1[C:37](OC)=[O:38])(=[O:30])=[O:29].Cl. Product: [F:21][C:22]1[CH:27]=[CH:26][CH:25]=[CH:24][C:23]=1[S:28]([NH:31][C:32]1[CH:36]=[CH:35][S:34][C:33]=1[C:37]([NH:4][C:3]1[C:5]([CH3:16])=[CH:6][C:7]([CH3:15])=[C:8]([N:9]2[CH2:10][CH2:11][O:12][CH2:13][CH2:14]2)[C:2]=1[CH3:1])=[O:38])(=[O:30])=[O:29]. The catalyst class is: 11. (3) Reactant: CON(C)[C:4](=[O:15])[C:5]1[CH:10]=[CH:9][C:8]([C:11]([F:14])([F:13])[F:12])=[N:7][CH:6]=1.[CH:17]1([Mg]Br)[CH2:19][CH2:18]1. Product: [CH:17]1([C:4]([C:5]2[CH:6]=[N:7][C:8]([C:11]([F:14])([F:13])[F:12])=[CH:9][CH:10]=2)=[O:15])[CH2:19][CH2:18]1. The catalyst class is: 7. (4) Reactant: Cl[C:2]1[N:7]=[C:6]([C:8]2[CH:13]=[CH:12][C:11]([OH:14])=[CH:10][CH:9]=2)[CH:5]=[N:4][CH:3]=1.[NH2:15][C:16]1[CH:24]=[CH:23][C:19]([C:20]([OH:22])=[O:21])=[C:18]([O:25][CH3:26])[CH:17]=1.CC1(C)C2C(=C(P(C3C=CC=CC=3)C3C=CC=CC=3)C=CC=2)OC2C(P(C3C=CC=CC=3)C3C=CC=CC=3)=CC=CC1=2. Product: [OH:14][C:11]1[CH:12]=[CH:13][C:8]([C:6]2[N:7]=[C:2]([NH:15][C:16]3[CH:24]=[CH:23][C:19]([C:20]([OH:22])=[O:21])=[C:18]([O:25][CH3:26])[CH:17]=3)[CH:3]=[N:4][CH:5]=2)=[CH:9][CH:10]=1. The catalyst class is: 102. (5) Reactant: CCN=C=NCCCN(C)C.Cl.C1C=CC2N(O)N=NC=2C=1.[N:23]1[CH:28]=[CH:27][CH:26]=[N:25][C:24]=1[N:29]1[CH:33]=[C:32]([C:34]([OH:36])=O)[C:31]([C:37]([F:40])([F:39])[F:38])=[N:30]1.[NH2:41][CH2:42][CH2:43][NH:44][C:45](=[O:58])[C:46]1[CH:51]=[CH:50][C:49]([O:52][CH2:53][C:54]([F:57])([F:56])[F:55])=[N:48][CH:47]=1. Product: [N:25]1[CH:26]=[CH:27][CH:28]=[N:23][C:24]=1[N:29]1[CH:33]=[C:32]([C:34]([NH:41][CH2:42][CH2:43][NH:44][C:45](=[O:58])[C:46]2[CH:51]=[CH:50][C:49]([O:52][CH2:53][C:54]([F:55])([F:56])[F:57])=[N:48][CH:47]=2)=[O:36])[C:31]([C:37]([F:40])([F:39])[F:38])=[N:30]1. The catalyst class is: 18.